Dataset: Full USPTO retrosynthesis dataset with 1.9M reactions from patents (1976-2016). Task: Predict the reactants needed to synthesize the given product. (1) Given the product [OH:8][C:9]1[CH:10]=[CH:11][C:12]([N:15]([CH3:67])[C:16]([C:18]2[CH:19]=[C:20]([C:27]3[CH:28]=[C:29]4[C:34](=[CH:35][C:36]=3[C:37]([N:39]3[C@H:48]([CH3:49])[CH2:47][C:46]5[C:41](=[CH:42][CH:43]=[CH:44][CH:45]=5)[CH2:40]3)=[O:38])[CH2:33][N:32]([C:50](=[O:66])[CH2:51][C:52]3[CH:53]=[CH:54][C:55]([CH2:58][N:59]5[CH2:60][CH2:61][N:62]([CH3:65])[CH2:63][CH2:64]5)=[CH:56][CH:57]=3)[CH2:31][CH2:30]4)[N:21]3[C:26]=2[CH2:25][CH2:24][CH2:23][CH2:22]3)=[O:17])=[CH:13][CH:14]=1, predict the reactants needed to synthesize it. The reactants are: C([O:8][C:9]1[CH:14]=[CH:13][C:12]([N:15]([CH3:67])[C:16]([C:18]2[CH:19]=[C:20]([C:27]3[CH:28]=[C:29]4[C:34](=[CH:35][C:36]=3[C:37]([N:39]3[C@H:48]([CH3:49])[CH2:47][C:46]5[C:41](=[CH:42][CH:43]=[CH:44][CH:45]=5)[CH2:40]3)=[O:38])[CH2:33][N:32]([C:50](=[O:66])[CH2:51][C:52]3[CH:57]=[CH:56][C:55]([CH2:58][N:59]5[CH2:64][CH2:63][N:62]([CH3:65])[CH2:61][CH2:60]5)=[CH:54][CH:53]=3)[CH2:31][CH2:30]4)[N:21]3[C:26]=2[CH2:25][CH2:24][CH2:23][CH2:22]3)=[O:17])=[CH:11][CH:10]=1)C1C=CC=CC=1. (2) Given the product [OH:2][CH:1]([C:3]1[CH:4]=[CH:5][C:6]([CH3:13])=[C:7]([CH:12]=1)[C:8]([O:10][CH3:11])=[O:9])[C:14]#[CH:15], predict the reactants needed to synthesize it. The reactants are: [CH:1]([C:3]1[CH:4]=[CH:5][C:6]([CH3:13])=[C:7]([CH:12]=1)[C:8]([O:10][CH3:11])=[O:9])=[O:2].[C:14]([Mg]Br)#[CH:15]. (3) Given the product [CH2:10]1[CH:9]2[N:8]([CH2:16][CH2:15][C:14](=[O:27])[CH2:13]2)[CH2:12][CH2:11]1, predict the reactants needed to synthesize it. The reactants are: C(OC([N:8]1[CH2:12][CH2:11][CH2:10][CH:9]1[CH2:13][C:14](=[O:27])[CH2:15][CH2:16]S(C1C=CC(C)=CC=1)(=O)=O)=O)(C)(C)C.Cl.O1CCOCC1. (4) The reactants are: [C:1]([N:4]1[C:13]2[C:8](=[CH:9][C:10]([C:14]([O:16]CC)=[O:15])=[CH:11][CH:12]=2)[C@H:7]([NH:19][C:20]2[CH:25]=[CH:24][CH:23]=[CH:22][N:21]=2)[C@@H:6]([CH3:26])[C@@H:5]1[CH:27]1[CH2:29][CH2:28]1)(=[O:3])[CH3:2].O.[OH-].[Li+]. Given the product [C:1]([N:4]1[C:13]2[C:8](=[CH:9][C:10]([C:14]([OH:16])=[O:15])=[CH:11][CH:12]=2)[C@H:7]([NH:19][C:20]2[CH:25]=[CH:24][CH:23]=[CH:22][N:21]=2)[C@@H:6]([CH3:26])[C@@H:5]1[CH:27]1[CH2:28][CH2:29]1)(=[O:3])[CH3:2], predict the reactants needed to synthesize it. (5) Given the product [CH3:1][N:2]1[CH2:9][CH2:8][C:7]2=[C:6]3[C:13](=[CH:12][CH:11]=[CH:10]2)[C:17]2[CH2:16][S:15][CH2:20][CH2:19][C:18]=2[N:5]3[CH2:4][CH2:3]1, predict the reactants needed to synthesize it. The reactants are: [CH3:1][N:2]1[CH2:9][CH2:8][C:7]2[CH:10]=[CH:11][CH:12]=[CH:13][C:6]=2[N:5](N)[CH2:4][CH2:3]1.[S:15]1[CH2:20][CH2:19][C:18](=O)[CH2:17][CH2:16]1.O.C1(C)C=CC(S(O)(=O)=O)=CC=1. (6) Given the product [NH2:18][C:2]1[CH:3]=[C:4]([C:9]([O:12][CH3:13])=[CH:10][N:11]=1)[C:5]([O:7][CH3:8])=[O:6], predict the reactants needed to synthesize it. The reactants are: Br[C:2]1[CH:3]=[C:4]([C:9]([O:12][CH3:13])=[CH:10][N:11]=1)[C:5]([O:7][CH3:8])=[O:6].C[Si]([N-:18][Si](C)(C)C)(C)C.[Li+].Cl.[OH-].[Na+]. (7) Given the product [CH3:1][C:2]1([CH3:42])[O:6][C@@H:5]([CH2:7][CH2:8][NH:9][C:10]([CH:12]2[CH2:16][C:15]([C:27]3[CH:32]=[CH:31][C:30]([Cl:33])=[CH:29][C:28]=3[F:34])([C:25]#[N:26])[CH2:14][NH:13]2)=[O:11])[CH2:4][O:3]1, predict the reactants needed to synthesize it. The reactants are: [CH3:1][C:2]1([CH3:42])[O:6][C@@H:5]([CH2:7][CH2:8][NH:9][C:10]([CH:12]2[CH:16](C3C=CC=C(Cl)C=3F)[C:15]([C:27]3[CH:32]=[CH:31][C:30]([Cl:33])=[CH:29][C:28]=3[F:34])([C:25]#[N:26])[CH:14](CC(C)(C)CCN)[NH:13]2)=[O:11])[CH2:4][O:3]1.C(N(CC)CC)C.C(Cl)(=O)C.O. (8) Given the product [IH:1].[Cl:26][C:21]1[C:20]2[C:19]3[C:18](=[C:29]([CH3:30])[O:28][N:27]=3)[C:17](=[O:31])[N:16]([CH:12]3[CH2:13][CH2:14][CH2:15][NH:10][CH2:11]3)[C:25]=2[CH:24]=[CH:23][CH:22]=1, predict the reactants needed to synthesize it. The reactants are: [I:1][Si](C)(C)C.COC([N:10]1[CH2:15][CH2:14][CH2:13][CH:12]([N:16]2[C:25]3[CH:24]=[CH:23][CH:22]=[C:21]([Cl:26])[C:20]=3[C:19]3=[N:27][O:28][C:29]([CH3:30])=[C:18]3[C:17]2=[O:31])[CH2:11]1)=O.CO.C(OCC)C. (9) Given the product [CH3:11][CH:6]1[NH:5][C:3](=[O:4])[CH2:2][NH:12][C:7]1=[O:8], predict the reactants needed to synthesize it. The reactants are: Cl[CH2:2][C:3]([NH:5][CH:6]([CH3:11])[C:7](OC)=[O:8])=[O:4].[NH3:12].